From a dataset of Full USPTO retrosynthesis dataset with 1.9M reactions from patents (1976-2016). Predict the reactants needed to synthesize the given product. (1) Given the product [Cl:1][C:2]1[CH:3]=[CH:4][C:5]([C:28]([F:30])([F:29])[F:31])=[C:6]([C:8]2[CH:13]=[CH:12][N:11]([CH:14]([CH2:20][C:21]3[CH:26]=[CH:25][N:24]=[CH:23][CH:22]=3)[C:15]([OH:17])=[O:16])[C:10](=[O:27])[CH:9]=2)[CH:7]=1, predict the reactants needed to synthesize it. The reactants are: [Cl:1][C:2]1[CH:3]=[CH:4][C:5]([C:28]([F:31])([F:30])[F:29])=[C:6]([C:8]2[CH:13]=[CH:12][N:11]([CH:14]([CH2:20][C:21]3[CH:26]=[CH:25][N:24]=[CH:23][CH:22]=3)[C:15]([O:17]CC)=[O:16])[C:10](=[O:27])[CH:9]=2)[CH:7]=1.[OH-].[Li+]. (2) Given the product [CH2:5]1[C:13]2=[CH:12][C:11]3[CH2:14][CH2:15][CH2:16][C:17](=[O:18])[C:10]=3[CH:9]=[C:8]2[CH2:7][CH2:6]1, predict the reactants needed to synthesize it. The reactants are: [Al+3].[Cl-].[Cl-].[Cl-].[CH2:5]1[C:13]2[C:8](=[CH:9][CH:10]=[CH:11][CH:12]=2)[CH2:7][CH2:6]1.[C:14]1(=O)O[C:17](=[O:18])[CH2:16][CH2:15]1.Cl.S(=O)(=O)(O)O.[OH-].[Na+].P(Cl)(Cl)Cl.Cl[Sn](Cl)(Cl)Cl. (3) Given the product [NH2:18][C:10]1[C:9]([F:26])=[C:8]([C:5]2[CH:4]=[CH:3][C:2]([Cl:1])=[CH:7][CH:6]=2)[N:13]=[C:12]([C:14]([O:16][CH3:17])=[O:15])[CH:11]=1, predict the reactants needed to synthesize it. The reactants are: [Cl:1][C:2]1[CH:7]=[CH:6][C:5]([C:8]2[N:13]=[C:12]([C:14]([O:16][CH3:17])=[O:15])[CH:11]=[C:10]([N:18]=C3C=CC(=O)C=C3)[C:9]=2[F:26])=[CH:4][CH:3]=1.OS(O)(=O)=O.CC#N.O.C(Cl)Cl. (4) The reactants are: [NH2:1][S:2]([C:5]1[CH:6]=[C:7]([C:11]2[CH:12]=[C:13]3[C:18](=[CH:19][CH:20]=2)[O:17][C@H:16]([CH2:21][N:22]([CH2:30][C@H:31]([O:38][Si:39]([C:42]([CH3:45])([CH3:44])[CH3:43])([CH3:41])[CH3:40])[C:32]2[CH:33]=[N:34][CH:35]=[CH:36][CH:37]=2)[C:23](=[O:29])[O:24][C:25]([CH3:28])([CH3:27])[CH3:26])[CH2:15][CH2:14]3)[CH:8]=[CH:9][CH:10]=1)(=[O:4])=[O:3].[CH3:46][O:47][CH2:48][C:49](O)=[O:50].CCN=C=NCCCN(C)C.Cl. Given the product [Si:39]([O:38][C@H:31]([C:32]1[CH:33]=[N:34][CH:35]=[CH:36][CH:37]=1)[CH2:30][N:22]([CH2:21][C@@H:16]1[CH2:15][CH2:14][C:13]2[C:18](=[CH:19][CH:20]=[C:11]([C:7]3[CH:8]=[CH:9][CH:10]=[C:5]([S:2]([NH:1][C:49](=[O:50])[CH2:48][O:47][CH3:46])(=[O:4])=[O:3])[CH:6]=3)[CH:12]=2)[O:17]1)[C:23](=[O:29])[O:24][C:25]([CH3:26])([CH3:27])[CH3:28])([C:42]([CH3:45])([CH3:44])[CH3:43])([CH3:40])[CH3:41], predict the reactants needed to synthesize it. (5) Given the product [C:12]([O:16][C:17](=[O:18])[NH:19][C@@H:23]([CH3:22])[CH2:24][O:11][C:2]1[CH:3]=[CH:4][C:5]2[C:10](=[CH:9][CH:8]=[CH:7][CH:6]=2)[CH:1]=1)([CH3:15])([CH3:14])[CH3:13], predict the reactants needed to synthesize it. The reactants are: [CH:1]1[C:10]2[C:5](=[CH:6][CH:7]=[CH:8][CH:9]=2)[CH:4]=[CH:3][C:2]=1[OH:11].[C:12]([O:16][C:17]([N:19]1[C@@H:23]([CH3:24])[CH2:22]OS1(=O)=O)=[O:18])([CH3:15])([CH3:14])[CH3:13].[NH4+].[Cl-]. (6) The reactants are: [F:1][C:2]1[CH:10]=[CH:9][C:5]([C:6]([OH:8])=O)=[C:4]([C:11]2[CH:16]=[CH:15][CH:14]=[CH:13][CH:12]=2)[CH:3]=1.[CH3:17][O:18][C:19](=[O:26])[C@H:20]([CH2:22][CH2:23][S:24][CH3:25])[NH2:21]. Given the product [CH3:17][O:18][C:19](=[O:26])[C@H:20]([CH2:22][CH2:23][S:24][CH3:25])[NH:21][C:6](=[O:8])[C:5]1[CH:9]=[CH:10][C:2]([F:1])=[CH:3][C:4]=1[C:11]1[CH:16]=[CH:15][CH:14]=[CH:13][CH:12]=1, predict the reactants needed to synthesize it.